Dataset: Acute oral toxicity (LD50) regression data from Zhu et al.. Task: Regression/Classification. Given a drug SMILES string, predict its toxicity properties. Task type varies by dataset: regression for continuous values (e.g., LD50, hERG inhibition percentage) or binary classification for toxic/non-toxic outcomes (e.g., AMES mutagenicity, cardiotoxicity, hepatotoxicity). Dataset: ld50_zhu. (1) The drug is CC(C)CCP(CCC(C)C)CCC(C)C. The rat oral LD50 is 2.04, given as -log10 of the dose in mol/kg body weight (higher means more acutely toxic). (2) The compound is CNC(=O)N(C)c1nnc(C(C)(C)C)s1. The rat oral LD50 is 2.55, given as -log10 of the dose in mol/kg body weight (higher means more acutely toxic). (3) The drug is COC(=O)c1ccc(NC(C)=O)o1. The rat oral LD50 is 2.18, given as -log10 of the dose in mol/kg body weight (higher means more acutely toxic). (4) The drug is COCc1cc(C(C)(C)C)c(O)c(C(C)(C)C)c1. The rat oral LD50 is 1.37, given as -log10 of the dose in mol/kg body weight (higher means more acutely toxic). (5) The molecule is CC(C)=CC1C(C(=O)OCc2ccc(C)cc2C)C1(C)C. The rat oral LD50 is 0.855, given as -log10 of the dose in mol/kg body weight (higher means more acutely toxic).